This data is from Peptide-MHC class I binding affinity with 185,985 pairs from IEDB/IMGT. The task is: Regression. Given a peptide amino acid sequence and an MHC pseudo amino acid sequence, predict their binding affinity value. This is MHC class I binding data. (1) The peptide sequence is MDISTSDIS. The MHC is HLA-A68:02 with pseudo-sequence HLA-A68:02. The binding affinity (normalized) is 0. (2) The peptide sequence is FRKANPDVTLV. The MHC is HLA-B27:05 with pseudo-sequence HLA-B27:05. The binding affinity (normalized) is 0.608. (3) The peptide sequence is APRGFRAAF. The MHC is HLA-A26:01 with pseudo-sequence HLA-A26:01. The binding affinity (normalized) is 0.451.